Dataset: Catalyst prediction with 721,799 reactions and 888 catalyst types from USPTO. Task: Predict which catalyst facilitates the given reaction. (1) Reactant: [NH2:1][C@@H:2]([CH2:33][C:34]1[CH:39]=[CH:38][CH:37]=[CH:36][CH:35]=1)[C@@H:3]([OH:32])[CH2:4][C@H:5]([NH:19][C:20]([C@@H:22]([NH:27][C:28](=[O:31])[O:29][CH3:30])[C:23]([CH3:26])([CH3:25])[CH3:24])=[O:21])[CH2:6][C:7]1[CH:12]=[CH:11][C:10]([C:13]2[CH:18]=[CH:17][CH:16]=[CH:15][N:14]=2)=[CH:9][CH:8]=1.[CH3:40][O:41][C:42]1[CH:43]=[C:44]([CH:60]=[CH:61][CH:62]=1)[CH2:45][N:46]1[CH2:50][CH2:49][N:48]([C@@H:51]([C:55]([CH3:58])([CH3:57])[CH3:56])[C:52](O)=[O:53])[C:47]1=[O:59].CCOP(ON1N=NC2C=CC=CC=2C1=O)(OCC)=O.C(N(CC)C(C)C)(C)C. Product: [OH:32][C@H:3]([C@@H:2]([NH:1][C:52](=[O:53])[C@@H:51]([N:48]1[CH2:49][CH2:50][N:46]([CH2:45][C:44]2[CH:60]=[CH:61][CH:62]=[C:42]([O:41][CH3:40])[CH:43]=2)[C:47]1=[O:59])[C:55]([CH3:58])([CH3:57])[CH3:56])[CH2:33][C:34]1[CH:35]=[CH:36][CH:37]=[CH:38][CH:39]=1)[CH2:4][C@H:5]([NH:19][C:20]([C@@H:22]([NH:27][C:28](=[O:31])[O:29][CH3:30])[C:23]([CH3:26])([CH3:25])[CH3:24])=[O:21])[CH2:6][C:7]1[CH:12]=[CH:11][C:10]([C:13]2[CH:18]=[CH:17][CH:16]=[CH:15][N:14]=2)=[CH:9][CH:8]=1. The catalyst class is: 1. (2) Product: [F:20][C:21]1[CH:22]=[C:23]([C:24]([N:8]2[CH2:9][CH2:10][C:11]3[C:12]4[C:17](=[CH:16][CH:15]=[CH:14][CH:13]=4)[NH:18][C:19]=3[CH:7]2[C:1]2[CH:2]=[CH:3][CH:4]=[CH:5][CH:6]=2)=[O:25])[CH:27]=[CH:28][C:29]=1[F:30]. The catalyst class is: 26. Reactant: [C:1]1([CH:7]2[C:19]3[NH:18][C:17]4[C:12](=[CH:13][CH:14]=[CH:15][CH:16]=4)[C:11]=3[CH2:10][CH2:9][NH:8]2)[CH:6]=[CH:5][CH:4]=[CH:3][CH:2]=1.[F:20][C:21]1[CH:22]=[C:23]([CH:27]=[CH:28][C:29]=1[F:30])[C:24](Cl)=[O:25]. (3) Product: [O:12]1[CH2:13][CH2:14][CH:10]([O:9][C:6]2[CH:5]=[CH:4][C:3]([NH2:2])=[CH:8][CH:7]=2)[CH2:11]1. Reactant: O=[N+:2](O)[C:3]1[CH:8]=[CH:7][C:6]([O:9][CH:10]2[CH2:14][CH2:13][O:12][CH2:11]2)=[CH:5][CH:4]=1. The catalyst class is: 183.